From a dataset of Reaction yield outcomes from USPTO patents with 853,638 reactions. Predict the reaction yield, written as a fraction of the theoretical maximum amount of product (1.0 means a 100% yield; for example, 0.34 means a 34% yield). (1) The reactants are [CH2:1]([O:3][C:4]([C:6]1[NH:15][C:9]2[N:10]=[CH:11][N:12]=[C:13](O)[C:8]=2[CH:7]=1)=[O:5])[CH3:2].S(Cl)([Cl:18])=O.C([O-])(O)=O.[Na+]. The catalyst is CN(C=O)C. The product is [CH2:1]([O:3][C:4]([C:6]1[NH:15][C:9]2[N:10]=[CH:11][N:12]=[C:13]([Cl:18])[C:8]=2[CH:7]=1)=[O:5])[CH3:2]. The yield is 1.00. (2) The reactants are Br[C:2]1[CH:7]=[CH:6][N:5]=[CH:4][C:3]=1[N:8]([CH3:25])[C:9](=[O:24])[C:10]1[CH:15]=[C:14]([C:16]([F:19])([F:18])[F:17])[CH:13]=[C:12]([C:20]([F:23])([F:22])[F:21])[CH:11]=1.[F:26][C:27]1[CH:32]=[CH:31][CH:30]=[CH:29][C:28]=1B(O)O.C([O-])([O-])=O.[K+].[K+]. The catalyst is O.C1C=CC([P]([Pd]([P](C2C=CC=CC=2)(C2C=CC=CC=2)C2C=CC=CC=2)([P](C2C=CC=CC=2)(C2C=CC=CC=2)C2C=CC=CC=2)[P](C2C=CC=CC=2)(C2C=CC=CC=2)C2C=CC=CC=2)(C2C=CC=CC=2)C2C=CC=CC=2)=CC=1. The product is [F:26][C:27]1[CH:32]=[CH:31][CH:30]=[CH:29][C:28]=1[C:2]1[CH:7]=[CH:6][N:5]=[CH:4][C:3]=1[N:8]([CH3:25])[C:9](=[O:24])[C:10]1[CH:15]=[C:14]([C:16]([F:19])([F:18])[F:17])[CH:13]=[C:12]([C:20]([F:23])([F:22])[F:21])[CH:11]=1. The yield is 0.690. (3) The reactants are [F:1][C:2]1[CH:3]=[C:4]([NH2:30])[CH:5]=[CH:6][C:7]=1[O:8][C:9]1[C:18]2[C:13](=[CH:14][C:15]([O:21][CH2:22][CH:23]3[CH2:28][CH2:27][N:26]([CH3:29])[CH2:25][CH2:24]3)=[C:16]([O:19][CH3:20])[CH:17]=2)[N:12]=[CH:11][CH:10]=1.CCN(CC)CC.[C:38]([O:43]CC)(=O)[C:39]([NH2:41])=[O:40].[CH2:46](N)[CH2:47][C:48]1[CH:53]=[CH:52][CH:51]=[CH:50][CH:49]=1. The catalyst is C(Cl)Cl. The product is [F:1][C:2]1[CH:3]=[C:4]([NH:30][C:38](=[O:43])[C:39]([NH:41][CH2:46][CH2:47][C:48]2[CH:53]=[CH:52][CH:51]=[CH:50][CH:49]=2)=[O:40])[CH:5]=[CH:6][C:7]=1[O:8][C:9]1[C:18]2[C:13](=[CH:14][C:15]([O:21][CH2:22][CH:23]3[CH2:28][CH2:27][N:26]([CH3:29])[CH2:25][CH2:24]3)=[C:16]([O:19][CH3:20])[CH:17]=2)[N:12]=[CH:11][CH:10]=1. The yield is 0.680. (4) The reactants are Br[C:2]1[CH:3]=[C:4]2[C:9](=[CH:10][CH:11]=1)[C:8]([Cl:12])=[N:7][C:6]([Cl:13])=[CH:5]2.CCN(C(C)C)C(C)C.[CH2:23]([SH:30])[C:24]1[CH:29]=[CH:28][CH:27]=[CH:26][CH:25]=1. The catalyst is C1C=CC(/C=C/C(/C=C/C2C=CC=CC=2)=O)=CC=1.C1C=CC(/C=C/C(/C=C/C2C=CC=CC=2)=O)=CC=1.C1C=CC(/C=C/C(/C=C/C2C=CC=CC=2)=O)=CC=1.[Pd].[Pd].CC1(C)C2C(=C(P(C3C=CC=CC=3)C3C=CC=CC=3)C=CC=2)OC2C(P(C3C=CC=CC=3)C3C=CC=CC=3)=CC=CC1=2.O1CCOCC1. The product is [CH2:23]([S:30][C:2]1[CH:3]=[C:4]2[C:9](=[CH:10][CH:11]=1)[C:8]([Cl:12])=[N:7][C:6]([Cl:13])=[CH:5]2)[C:24]1[CH:29]=[CH:28][CH:27]=[CH:26][CH:25]=1. The yield is 0.950. (5) The reactants are [I:1][C:2]1[CH:3]=[C:4]([OH:8])[CH:5]=[CH:6][CH:7]=1.C(=O)([O-])[O-].[K+].[K+].Br[CH2:16][C:17]([O:19][C:20]([CH3:23])([CH3:22])[CH3:21])=[O:18].O. The catalyst is CN(C)C=O. The product is [I:1][C:2]1[CH:3]=[C:4]([CH:5]=[CH:6][CH:7]=1)[O:8][CH2:16][C:17]([O:19][C:20]([CH3:23])([CH3:22])[CH3:21])=[O:18]. The yield is 0.980. (6) The reactants are ClC(Cl)C(O)=O.N[C:8]1[N:9]([C:28]2[C:37]3[C:32](=[CH:33][CH:34]=[C:35]([O:38][CH3:39])[CH:36]=3)[C:31]([CH:40]3[CH2:42][CH2:41]3)=[CH:30][CH:29]=2)[C:10]([S:13][CH2:14][C:15]([NH:17][C:18]2[CH:26]=[CH:25][C:21]([C:22]([OH:24])=[O:23])=[CH:20][C:19]=2[Cl:27])=[O:16])=[N:11][N:12]=1.N([O-])=O.[Na+].[Br:47]CBr. The catalyst is [Br-].C([N+](CC)(CC)CC)C1C=CC=CC=1. The product is [Br:47][C:8]1[N:9]([C:28]2[C:37]3[C:32](=[CH:33][CH:34]=[C:35]([O:38][CH3:39])[CH:36]=3)[C:31]([CH:40]3[CH2:42][CH2:41]3)=[CH:30][CH:29]=2)[C:10]([S:13][CH2:14][C:15]([NH:17][C:18]2[CH:26]=[CH:25][C:21]([C:22]([OH:24])=[O:23])=[CH:20][C:19]=2[Cl:27])=[O:16])=[N:11][N:12]=1. The yield is 0.400. (7) The reactants are Br[C:2]1[CH:3]=[CH:4][CH:5]=[C:6]2[C:11]=1[N:10]=[C:9]([C:12]([F:15])([F:14])[F:13])[CH:8]=[C:7]2[Cl:16].[CH2:17](N(CC)CC)[CH3:18]. The catalyst is C(O)C. The product is [Cl:16][C:7]1[C:6]2[C:11](=[C:2]([CH:17]=[CH2:18])[CH:3]=[CH:4][CH:5]=2)[N:10]=[C:9]([C:12]([F:15])([F:14])[F:13])[CH:8]=1. The yield is 0.720. (8) The reactants are [CH2:1]([O:8][C@@H:9]([C@@H:12]([O:29][CH2:30][C:31]1[CH:36]=[CH:35][CH:34]=[CH:33][CH:32]=1)[C@@H:13]([O:21][CH2:22][C:23]1[CH:28]=[CH:27][CH:26]=[CH:25][CH:24]=1)[CH:14]([S:18][CH2:19][CH3:20])[S:15][CH2:16][CH3:17])[CH2:10][OH:11])[C:2]1[CH:7]=[CH:6][CH:5]=[CH:4][CH:3]=1.[CH3:37][CH:38]([Si:40](Cl)([CH:44]([CH3:46])[CH3:45])[CH:41]([CH3:43])[CH3:42])[CH3:39].CO. The catalyst is N1C=CC=CC=1.CN(C1C=CN=CC=1)C.C1(C)C=CC=CC=1. The product is [CH:38]([Si:40]([CH:44]([CH3:46])[CH3:45])([CH:41]([CH3:43])[CH3:42])[O:11][CH2:10][C@@H:9]([O:8][CH2:1][C:2]1[CH:7]=[CH:6][CH:5]=[CH:4][CH:3]=1)[C@@H:12]([O:29][CH2:30][C:31]1[CH:32]=[CH:33][CH:34]=[CH:35][CH:36]=1)[C@@H:13]([O:21][CH2:22][C:23]1[CH:28]=[CH:27][CH:26]=[CH:25][CH:24]=1)[CH:14]([S:18][CH2:19][CH3:20])[S:15][CH2:16][CH3:17])([CH3:39])[CH3:37]. The yield is 0.930. (9) The reactants are Cl[C:2]1[CH:7]=[CH:6][CH:5]=[CH:4][C:3]=1[N+:8]([O-:10])=[O:9].[C:11]1(B(O)O)[CH:16]=[CH:15][CH:14]=[CH:13][CH:12]=1.[F-].[Cs+]. The product is [N+:8]([C:3]1[CH:4]=[CH:5][CH:6]=[CH:7][C:2]=1[C:11]1[CH:16]=[CH:15][CH:14]=[CH:13][CH:12]=1)([O-:10])=[O:9]. The catalyst is O1CCOCC1.CC([O-])=O.CC([O-])=O.[Pd+2].C1(P(C2C=CC=CC=2)C2[C-](N(C)C)C=CC=2)C=CC=CC=1.[CH-]1C=CC=C1.[Fe+2]. The yield is 0.730.